This data is from Full USPTO retrosynthesis dataset with 1.9M reactions from patents (1976-2016). The task is: Predict the reactants needed to synthesize the given product. (1) The reactants are: [OH:1][C:2]1[C:7]([C:8]([OH:10])=O)=[CH:6][N:5]=[C:4]([C:11]2[CH:16]=[CH:15][CH:14]=[CH:13][N:12]=2)[N:3]=1.CCN(CC)CC.C1N=CN(C(N2C=NC=C2)=O)C=1.[NH2:36][CH:37]([C:52]1[CH:57]=[CH:56][C:55]([O:58][CH3:59])=[CH:54][CH:53]=1)[C:38]1[CH:43]=[CH:42][C:41]([P:44](=[O:51])([O:48][CH2:49][CH3:50])[O:45][CH2:46][CH3:47])=[CH:40][CH:39]=1. Given the product [OH:1][C:2]1[C:7]([C:8]([NH:36][CH:37]([C:52]2[CH:53]=[CH:54][C:55]([O:58][CH3:59])=[CH:56][CH:57]=2)[C:38]2[CH:39]=[CH:40][C:41]([P:44](=[O:51])([O:48][CH2:49][CH3:50])[O:45][CH2:46][CH3:47])=[CH:42][CH:43]=2)=[O:10])=[CH:6][N:5]=[C:4]([C:11]2[CH:16]=[CH:15][CH:14]=[CH:13][N:12]=2)[N:3]=1, predict the reactants needed to synthesize it. (2) Given the product [C:35]([C:34]1[S:33][C:32]2=[N:37][CH2:38][CH2:39][N:31]2[C:30]=1[C:20]1[C:29]2[C:24](=[CH:25][CH:26]=[CH:27][CH:28]=2)[CH:23]=[CH:22][CH:21]=1)#[CH:2], predict the reactants needed to synthesize it. The reactants are: [Li+].[CH3:2]CC[CH2-].C(NC(C)C)(C)C.C[Si](C=[N+]=[N-])(C)C.[C:20]1([C:30]2[N:31]3[CH2:39][CH2:38][N:37]=[C:32]3[S:33][C:34]=2[CH:35]=O)[C:29]2[C:24](=[CH:25][CH:26]=[CH:27][CH:28]=2)[CH:23]=[CH:22][CH:21]=1. (3) Given the product [Br:7][C:8]1[CH:15]=[CH:14][C:11]([CH:12]([C:2]2[S:3][CH:4]=[CH:5][N:6]=2)[OH:13])=[CH:10][CH:9]=1, predict the reactants needed to synthesize it. The reactants are: Br[C:2]1[S:3][CH:4]=[CH:5][N:6]=1.[Br:7][C:8]1[CH:15]=[CH:14][C:11]([CH:12]=[O:13])=[CH:10][CH:9]=1. (4) Given the product [C:58]([O:57][C:55]([N:62]1[CH2:65][CH:64]([O:45][C:9](=[O:29])[NH:10][C:11]2[CH:16]=[C:15]([O:17][C:18]3[CH:23]=[CH:22][C:21]([NH:24][CH3:25])=[C:20]([N+:26]([O-:28])=[O:27])[CH:19]=3)[CH:14]=[CH:13][N:12]=2)[CH2:63]1)=[O:56])([CH3:61])([CH3:60])[CH3:59], predict the reactants needed to synthesize it. The reactants are: C(OC(=O)NC[C:9](=[O:29])[NH:10][C:11]1[CH:16]=[C:15]([O:17][C:18]2[CH:23]=[CH:22][C:21]([NH:24][CH3:25])=[C:20]([N+:26]([O-:28])=[O:27])[CH:19]=2)[CH:14]=[CH:13][N:12]=1)(C)(C)C.C(N(CC)CC)C.C1(P(N=[N+]=[N-])(C2C=CC=CC=2)=[O:45])C=CC=CC=1.[C:55]([N:62]1[CH2:65][CH2:64][CH:63]1O)([O:57][C:58]([CH3:61])([CH3:60])[CH3:59])=[O:56]. (5) Given the product [Cl:1][C:2]1[CH:3]=[N:4][CH:5]=[C:6]([Cl:26])[C:7]=1[S:8][C:9]1[S:13][C:12]([C:14]([NH:16][CH:17]2[CH2:22][CH2:21][N:20]([CH2:27][CH3:28])[CH2:19][CH2:18]2)=[O:15])=[CH:11][C:10]=1[N+:23]([O-:25])=[O:24], predict the reactants needed to synthesize it. The reactants are: [Cl:1][C:2]1[CH:3]=[N:4][CH:5]=[C:6]([Cl:26])[C:7]=1[S:8][C:9]1[S:13][C:12]([C:14]([NH:16][CH:17]2[CH2:22][CH2:21][NH:20][CH2:19][CH2:18]2)=[O:15])=[CH:11][C:10]=1[N+:23]([O-:25])=[O:24].[CH:27](=O)[CH3:28].